From a dataset of Catalyst prediction with 721,799 reactions and 888 catalyst types from USPTO. Predict which catalyst facilitates the given reaction. (1) Reactant: [Cl:1][C:2]1[C:7]([CH3:8])=[C:6](Cl)[N:5]=[CH:4][N:3]=1.C([Sn](CCCC)(CCCC)[C:15]([O:17][CH2:18][CH3:19])=[CH2:16])CCC.[F-].[K+].C(OCC)C. Product: [Cl:1][C:2]1[C:7]([CH3:8])=[C:6]([C:15]([O:17][CH2:18][CH3:19])=[CH2:16])[N:5]=[CH:4][N:3]=1. The catalyst class is: 558. (2) Reactant: [CH2:1]([O:8][P:9]([OH:19])([O:11][CH2:12][C:13]1[CH:18]=[CH:17][CH:16]=[CH:15][CH:14]=1)=[O:10])[C:2]1[CH:7]=[CH:6][CH:5]=[CH:4][CH:3]=1.C([N:27]([CH2:56][CH3:57])[C:28]([NH:30][C:31]1[NH:35][C:34]2[C:36]([C@H:51]3[CH2:55][CH2:54][CH2:53][O:52]3)=[C:37]([F:50])[C:38]([C:40]3[CH:41]=[N:42][C:43]([C:46](O)([CH3:48])[CH3:47])=[N:44][CH:45]=3)=[CH:39][C:33]=2[N:32]=1)=[O:29])(OC(C)(C)C)=O.O.C(O)(C(F)(F)F)=O.CO. Product: [P:9]([O:19][C:46]([C:43]1[N:42]=[CH:41][C:40]([C:38]2[C:37]([F:50])=[C:36]([C@H:51]3[CH2:55][CH2:54][CH2:53][O:52]3)[C:34]3[NH:35][C:31]([NH:30][C:28]([NH:27][CH2:56][CH3:57])=[O:29])=[N:32][C:33]=3[CH:39]=2)=[CH:45][N:44]=1)([CH3:47])[CH3:48])([O:11][CH2:12][C:13]1[CH:14]=[CH:15][CH:16]=[CH:17][CH:18]=1)([O:8][CH2:1][C:2]1[CH:7]=[CH:6][CH:5]=[CH:4][CH:3]=1)=[O:10]. The catalyst class is: 2. (3) Reactant: [Cl:1][C:2]1[CH:7]=[CH:6][C:5]([S:8]([N:11]([CH2:17][CH3:18])[C:12](=[CH2:16])[C:13]([OH:15])=O)(=[O:10])=[O:9])=[CH:4][CH:3]=1.CCOC(OC(OCC)=O)=O.[F:30][C:31]([F:57])([F:56])[C:32]1[CH:37]=[CH:36][C:35]([C:38]2[CH:43]=[C:42]([CH2:44][NH2:45])[CH:41]=[C:40]([C:46]3[CH:51]=[CH:50][C:49]([C:52]([F:55])([F:54])[F:53])=[CH:48][CH:47]=3)[N:39]=2)=[CH:34][CH:33]=1. Product: [F:57][C:31]([F:30])([F:56])[C:32]1[CH:33]=[CH:34][C:35]([C:38]2[CH:43]=[C:42]([CH2:44][NH:45][C:13](=[O:15])[C:12]([N:11]([S:8]([C:5]3[CH:4]=[CH:3][C:2]([Cl:1])=[CH:7][CH:6]=3)(=[O:9])=[O:10])[CH2:17][CH3:18])=[CH2:16])[CH:41]=[C:40]([C:46]3[CH:51]=[CH:50][C:49]([C:52]([F:55])([F:53])[F:54])=[CH:48][CH:47]=3)[N:39]=2)=[CH:36][CH:37]=1. The catalyst class is: 1. (4) Reactant: [CH:1]([N:4]1[CH2:9][CH2:8][N:7]([C:10]2[S:11][C:12]3[CH:18]=[C:17]([CH:19]=O)C=C[C:13]=3[N:14]=2)[CH2:6][CH2:5]1)([CH3:3])[CH3:2].[CH3:21][C:22](O)=O.N1[CH2:30][CH2:29][NH:28][CH2:27][CH2:26]1.[BH3-][C:32]#N.[Na+]. Product: [CH:1]([N:4]1[CH2:5][CH2:6][N:7]([C:10]2[S:11][C:12]3[CH:18]=[C:17]([N:28]4[CH2:29][CH2:30][CH2:32][CH2:26][CH2:27]4)[CH:19]=[C:22]([CH3:21])[C:13]=3[N:14]=2)[CH2:8][CH2:9]1)([CH3:2])[CH3:3]. The catalyst class is: 1. (5) Reactant: [CH3:1][O:2][N:3]([CH3:21])[C:4]([C@H:6]1[CH2:10][N:9]([C:11]([O:13][C:14]([CH3:17])([CH3:16])[CH3:15])=[O:12])[CH2:8][C@@H:7]1[C:18]([O-:20])=[O:19])=[O:5].[C:22](OC(O[C:22]([CH3:25])([CH3:24])[CH3:23])N(C)C)([CH3:25])([CH3:24])[CH3:23]. Product: [CH3:1][O:2][N:3]([CH3:21])[C:4]([C@H:6]1[CH2:10][N:9]([C:11]([O:13][C:14]([CH3:17])([CH3:15])[CH3:16])=[O:12])[CH2:8][C@@H:7]1[C:18]([O:20][C:22]([CH3:25])([CH3:24])[CH3:23])=[O:19])=[O:5]. The catalyst class is: 11.